From a dataset of Merck oncology drug combination screen with 23,052 pairs across 39 cell lines. Regression. Given two drug SMILES strings and cell line genomic features, predict the synergy score measuring deviation from expected non-interaction effect. (1) Drug 1: CN1C(=O)C=CC2(C)C3CCC4(C)C(NC(=O)OCC(F)(F)F)CCC4C3CCC12. Drug 2: O=S1(=O)NC2(CN1CC(F)(F)F)C1CCC2Cc2cc(C=CCN3CCC(C(F)(F)F)CC3)ccc2C1. Cell line: COLO320DM. Synergy scores: synergy=6.18. (2) Drug 1: N.N.O=C(O)C1(C(=O)O)CCC1.[Pt]. Drug 2: CS(=O)(=O)CCNCc1ccc(-c2ccc3ncnc(Nc4ccc(OCc5cccc(F)c5)c(Cl)c4)c3c2)o1. Cell line: NCIH23. Synergy scores: synergy=-6.74. (3) Drug 1: CN1C(=O)C=CC2(C)C3CCC4(C)C(NC(=O)OCC(F)(F)F)CCC4C3CCC12. Drug 2: CC1(c2nc3c(C(N)=O)cccc3[nH]2)CCCN1. Cell line: NCIH23. Synergy scores: synergy=-5.23. (4) Drug 1: O=S1(=O)NC2(CN1CC(F)(F)F)C1CCC2Cc2cc(C=CCN3CCC(C(F)(F)F)CC3)ccc2C1. Drug 2: N#Cc1ccc(Cn2cncc2CN2CCN(c3cccc(Cl)c3)C(=O)C2)cc1. Cell line: OCUBM. Synergy scores: synergy=9.21. (5) Drug 1: CC1CC2C3CCC4=CC(=O)C=CC4(C)C3(F)C(O)CC2(C)C1(O)C(=O)CO. Cell line: EFM192B. Synergy scores: synergy=-19.0. Drug 2: O=C(NOCC(O)CO)c1ccc(F)c(F)c1Nc1ccc(I)cc1F. (6) Drug 1: CCN(CC)CCNC(=O)c1c(C)[nH]c(C=C2C(=O)Nc3ccc(F)cc32)c1C. Drug 2: NC1CCCCC1N.O=C(O)C(=O)O.[Pt+2]. Cell line: LNCAP. Synergy scores: synergy=-9.24. (7) Drug 1: COc1cccc2c1C(=O)c1c(O)c3c(c(O)c1C2=O)CC(O)(C(=O)CO)CC3OC1CC(N)C(O)C(C)O1. Drug 2: CCc1cnn2c(NCc3ccc[n+]([O-])c3)cc(N3CCCCC3CCO)nc12. Cell line: LOVO. Synergy scores: synergy=-2.29. (8) Drug 1: CC1CC2C3CCC4=CC(=O)C=CC4(C)C3(F)C(O)CC2(C)C1(O)C(=O)CO. Drug 2: C=CCn1c(=O)c2cnc(Nc3ccc(N4CCN(C)CC4)cc3)nc2n1-c1cccc(C(C)(C)O)n1. Cell line: OVCAR3. Synergy scores: synergy=20.1. (9) Drug 1: N#Cc1ccc(Cn2cncc2CN2CCN(c3cccc(Cl)c3)C(=O)C2)cc1. Drug 2: C=CCn1c(=O)c2cnc(Nc3ccc(N4CCN(C)CC4)cc3)nc2n1-c1cccc(C(C)(C)O)n1. Cell line: COLO320DM. Synergy scores: synergy=12.8.